From a dataset of Full USPTO retrosynthesis dataset with 1.9M reactions from patents (1976-2016). Predict the reactants needed to synthesize the given product. (1) Given the product [F:25][C:20]1[CH:19]=[C:18]([NH:17][C:15]([C:10]2[C:11]([CH3:14])=[N:12][S:13][C:9]=2[NH:8][C:6]2[CH:5]=[N:4][CH:3]=[C:2]([CH:26]=[CH2:27])[N:7]=2)=[O:16])[CH:23]=[CH:22][C:21]=1[F:24], predict the reactants needed to synthesize it. The reactants are: Cl[C:2]1[N:7]=[C:6]([NH:8][C:9]2[S:13][N:12]=[C:11]([CH3:14])[C:10]=2[C:15]([NH:17][C:18]2[CH:23]=[CH:22][C:21]([F:24])=[C:20]([F:25])[CH:19]=2)=[O:16])[CH:5]=[N:4][CH:3]=1.[CH:26](B1OB(C=C)OB(C=C)O1)=[CH2:27].N1C=CC=CC=1.C(=O)([O-])[O-].[K+].[K+].CN(C1C(C2C(P(C3CCCCC3)C3CCCCC3)=CC=CC=2)=CC=CC=1)C. (2) Given the product [P:58]([OH:59])([O:60][CH3:61])([O:25][C:26]1[CH:27]=[CH:28][C:29]2[C:35]3[C:36]([O:44][CH3:45])=[C:37]([O:42][CH3:43])[C:38]([O:40][CH3:41])=[CH:39][C:34]=3[CH2:33][CH2:32][C@H:31]([NH:46][C:47](=[O:49])[CH3:48])[C:30]=2[CH:50]=1)=[O:64], predict the reactants needed to synthesize it. The reactants are: CC(C)C(O[C@H]1[C@H](OC(=O)C(C)C)[C@@H](COC(=O)C(C)C)O[C@H]([O:25][C:26]2[CH:27]=[CH:28][C:29]3[C:35]4[C:36]([O:44][CH3:45])=[C:37]([O:42][CH3:43])[C:38]([O:40][CH3:41])=[CH:39][C:34]=4[CH2:33][CH2:32][C@H:31]([NH:46][C:47](=[O:49])[CH3:48])[C:30]=3[CH:50]=2)[C@@H]1OC(=O)C(C)C)=O.[P:58](Cl)(Cl)([O:60][CH3:61])=[O:59].[OH2:64]. (3) Given the product [CH3:6][N:4]([CH3:5])[CH:3]=[C:15]([C:16]1[CH:21]=[CH:20][N:19]=[CH:18][CH:17]=1)[C:14]([C:10]1[O:9][CH:13]=[CH:12][CH:11]=1)=[O:22], predict the reactants needed to synthesize it. The reactants are: CO[CH:3](OC)[N:4]([CH3:6])[CH3:5].[O:9]1[CH:13]=[CH:12][CH:11]=[C:10]1[C:14](=[O:22])[CH2:15][C:16]1[CH:21]=[CH:20][N:19]=[CH:18][CH:17]=1.[Cl-].[NH4+]. (4) Given the product [C:32]([N:19]1[C:18]2[N:17]=[CH:16][C:15]([C:13]3[CH:14]=[C:9]([CH2:8][C:7]([N:1]4[CH2:6][CH2:5][O:4][CH2:3][CH2:2]4)=[O:25])[CH:10]=[N:11][CH:12]=3)=[CH:24][C:23]=2[CH2:22][CH2:21][CH2:20]1)(=[O:34])[CH3:33], predict the reactants needed to synthesize it. The reactants are: [N:1]1([C:7](=[O:25])[CH2:8][C:9]2[CH:10]=[N:11][CH:12]=[C:13]([C:15]3[CH:16]=[N:17][C:18]4[NH:19][CH2:20][CH2:21][CH2:22][C:23]=4[CH:24]=3)[CH:14]=2)[CH2:6][CH2:5][O:4][CH2:3][CH2:2]1.N1C=CC=CC=1.[C:32](Cl)(=[O:34])[CH3:33]. (5) Given the product [CH:21]1([CH2:26][CH:27]([C:36]2[NH:41][C:40](=[O:42])[C:39]([CH3:43])=[CH:38][CH:37]=2)[C:28]2[CH:33]=[CH:32][C:31]([S:34]([CH3:35])(=[O:2])=[O:44])=[CH:30][CH:29]=2)[CH2:25][CH2:24][CH2:23][CH2:22]1, predict the reactants needed to synthesize it. The reactants are: C(=O)([O-])[O-:2].[K+].[K+].[H-].COCCO[Al+]OCCOC.[Na+].[H-].[CH:21]1([CH2:26][CH:27]([C:36]2[NH:41][C:40](=[O:42])[C:39]([CH3:43])=[CH:38][CH:37]=2)[C:28]2[CH:33]=[CH:32][C:31]([S:34][CH3:35])=[CH:30][CH:29]=2)[CH2:25][CH2:24][CH2:23][CH2:22]1.[OH2:44].